This data is from Full USPTO retrosynthesis dataset with 1.9M reactions from patents (1976-2016). The task is: Predict the reactants needed to synthesize the given product. (1) Given the product [Cl:7][C:8]1[C:9]2[CH:24]=[C:23]([Cl:25])[CH:22]=[CH:21][C:10]=2[S:11][C:12]=1[CH:13]([O:19][CH3:20])[CH:14]([NH2:16])[CH3:15], predict the reactants needed to synthesize it. The reactants are: [H-].[H-].[H-].[H-].[Li+].[Al+3].[Cl:7][C:8]1[C:9]2[CH:24]=[C:23]([Cl:25])[CH:22]=[CH:21][C:10]=2[S:11][C:12]=1[CH:13]([O:19][CH3:20])[CH:14]([N+:16]([O-])=O)[CH3:15].O. (2) Given the product [C:3]([O:7][C:8]([N:10]1[CH2:15][CH2:14][CH:13]([CH:16]=[CH:17][C:18]2[O:19][C:20]3[CH:25]=[CH:24][N:23]=[CH:22][C:21]=3[N:26]=2)[CH2:12][CH2:11]1)=[O:9])([CH3:6])([CH3:4])[CH3:5], predict the reactants needed to synthesize it. The reactants are: [Na+].[I-].[C:3]([O:7][C:8]([N:10]1[CH2:15][CH2:14][CH:13]([CH2:16][CH:17](Cl)[C:18]2[O:19][C:20]3[CH:25]=[CH:24][N:23]=[CH:22][C:21]=3[N:26]=2)[CH2:12][CH2:11]1)=[O:9])([CH3:6])([CH3:5])[CH3:4]. (3) Given the product [F:1][C:2]1[CH:3]=[C:4]([NH:5][C:52](=[O:53])[CH2:51][C:50]([NH:49][C:44]2[CH:45]=[CH:46][CH:47]=[CH:48][C:43]=2[O:42][CH3:41])=[O:55])[CH:6]=[CH:7][C:8]=1[O:9][C:10]1[CH:15]=[CH:14][N:13]=[C:12]2[CH:16]=[C:17]([C:19]3[N:20]=[CH:21][N:22]([CH:24]([CH3:26])[CH3:25])[CH:23]=3)[S:18][C:11]=12, predict the reactants needed to synthesize it. The reactants are: [F:1][C:2]1[CH:3]=[C:4]([CH:6]=[CH:7][C:8]=1[O:9][C:10]1[CH:15]=[CH:14][N:13]=[C:12]2[CH:16]=[C:17]([C:19]3[N:20]=[CH:21][N:22]([CH:24]([CH3:26])[CH3:25])[CH:23]=3)[S:18][C:11]=12)[NH2:5].FC1C=CC=CC=1NC(=O)CC(O)=O.[CH3:41][O:42][C:43]1[CH:48]=[CH:47][CH:46]=[CH:45][C:44]=1[NH:49][C:50](=[O:55])[CH2:51][C:52](O)=[O:53]. (4) The reactants are: [Cl:1][C:2]1[CH:3]=[C:4]([OH:11])[CH:5]=[C:6]([N+:8]([O-:10])=[O:9])[CH:7]=1.[CH:12]1(O)[CH2:17][CH2:16][CH2:15][CH2:14][CH2:13]1.CCOC(/N=N/C(OCC)=O)=O.C1(C)C=CC=CC=1.C1C=CC(P(C2C=CC=CC=2)C2C=CC=CC=2)=CC=1. Given the product [Cl:1][C:2]1[CH:7]=[C:6]([N+:8]([O-:10])=[O:9])[CH:5]=[C:4]([O:11][CH:12]2[CH2:17][CH2:16][CH2:15][CH2:14][CH2:13]2)[CH:3]=1, predict the reactants needed to synthesize it. (5) Given the product [ClH:1].[ClH:1].[NH2:2][C:3]1[S:4][C:5]2[CH2:11][CH:10]([NH:12][CH2:13][CH2:14][CH3:15])[CH2:9][CH2:8][C:6]=2[N:7]=1, predict the reactants needed to synthesize it. The reactants are: [ClH:1].[NH2:2][C:3]1(S([O-])(=O)=O)[NH:7][C:6]2[CH2:8][CH2:9][CH:10]([NH:12][CH2:13][CH2:14][CH3:15])[CH2:11][C:5]=2[S:4]1. (6) Given the product [CH3:14][C:7]1[C:6]([C:4]([OH:5])=[O:3])=[C:10]2[N:9]([CH:8]=1)[CH:13]=[CH:12][S:11]2, predict the reactants needed to synthesize it. The reactants are: C([O:3][C:4]([C:6]1[C:7]([CH3:14])=[CH:8][N:9]2[CH:13]=[CH:12][S:11][C:10]=12)=[O:5])C.[OH-].[Na+]. (7) Given the product [CH3:60][O:59][C:54]1[CH:55]=[CH:56][CH:57]=[CH:58][C:53]=1[CH2:52][O:51][CH2:50][CH2:49][CH2:48][O:47][C:44]1[CH:45]=[CH:46][C:41]([CH:40]2[CH2:39][CH2:38][N:37]([C:61]([O:63][C:64]([CH3:67])([CH3:66])[CH3:65])=[O:62])[CH2:36][CH:35]2[O:34][CH2:33][C:32]2[CH:68]=[CH:69][C:29]([N:76]3[CH2:81][CH2:80][O:79][CH2:78][CH2:77]3)=[C:30]([O:70][CH2:71][CH2:72][CH2:73][O:74][CH3:75])[CH:31]=2)=[CH:42][CH:43]=1, predict the reactants needed to synthesize it. The reactants are: C(P(C(C)(C)C)C1C=CC=CC=1C1C=CC=CC=1)(C)(C)C.CC(C)([O-])C.[Na+].Cl[C:29]1[CH:69]=[CH:68][C:32]([CH2:33][O:34][CH:35]2[CH:40]([C:41]3[CH:46]=[CH:45][C:44]([O:47][CH2:48][CH2:49][CH2:50][O:51][CH2:52][C:53]4[CH:58]=[CH:57][CH:56]=[CH:55][C:54]=4[O:59][CH3:60])=[CH:43][CH:42]=3)[CH2:39][CH2:38][N:37]([C:61]([O:63][C:64]([CH3:67])([CH3:66])[CH3:65])=[O:62])[CH2:36]2)=[CH:31][C:30]=1[O:70][CH2:71][CH2:72][CH2:73][O:74][CH3:75].[NH:76]1[CH2:81][CH2:80][O:79][CH2:78][CH2:77]1.